Predict the reaction yield, written as a fraction of the theoretical maximum amount of product (1.0 means a 100% yield; for example, 0.34 means a 34% yield). From a dataset of Reaction yield outcomes from USPTO patents with 853,638 reactions. (1) The reactants are Br[C:2]1[C:11]([N+:12]([O-:14])=[O:13])=[CH:10][CH:9]=[C:8]2[C:3]=1[CH:4]=[CH:5][CH:6]=[N:7]2.C1([Li])C=CC=CC=1.[CH:22](OCC)=[O:23]. The catalyst is C1COCC1. The product is [N+:12]([C:11]1[CH:10]=[CH:9][C:8]2[N:7]=[CH:6][CH:5]=[CH:4][C:3]=2[C:2]=1[CH:22]=[O:23])([O-:14])=[O:13]. The yield is 0.450. (2) The reactants are C([O:3][C:4](=[O:38])[CH2:5][N:6]([C:32](=[O:37])[CH2:33][CH:34]1[CH2:36][CH2:35]1)[CH2:7][C:8]1[CH:13]=[CH:12][CH:11]=[C:10]([CH2:14][O:15][C:16]2[CH:21]=[CH:20][C:19]([C:22]3[CH:27]=[C:26]([F:28])[C:25]([F:29])=[CH:24][C:23]=3[O:30][CH3:31])=[CH:18][CH:17]=2)[CH:9]=1)C.[OH-].[Li+].C1COCC1. The catalyst is C(OCC)(=O)C.Cl. The product is [CH:34]1([CH2:33][C:32]([N:6]([CH2:5][C:4]([OH:38])=[O:3])[CH2:7][C:8]2[CH:13]=[CH:12][CH:11]=[C:10]([CH2:14][O:15][C:16]3[CH:17]=[CH:18][C:19]([C:22]4[CH:27]=[C:26]([F:28])[C:25]([F:29])=[CH:24][C:23]=4[O:30][CH3:31])=[CH:20][CH:21]=3)[CH:9]=2)=[O:37])[CH2:35][CH2:36]1. The yield is 0.800. (3) The reactants are [CH3:1][O:2][C:3]1[CH:4]=[CH:5][CH:6]=[C:7]2[C:12]=1[N:11]([CH3:13])[C:10](=[O:14])[CH2:9][CH2:8]2.[CH3:15][O:16]C(Cl)Cl. The catalyst is ClCCl.[Ti](Cl)(Cl)(Cl)Cl. The product is [CH3:1][O:2][C:3]1[C:12]2[N:11]([CH3:13])[C:10](=[O:14])[CH2:9][CH2:8][C:7]=2[C:6]([CH:15]=[O:16])=[CH:5][CH:4]=1. The yield is 0.800. (4) The reactants are Cl[C:2]1[C:7]2[N:8]=[C:9]([C:13]3[C:14]([NH2:18])=[N:15][O:16][N:17]=3)[N:10]([CH2:11][CH3:12])[C:6]=2[CH:5]=[C:4]([CH2:19][NH:20][CH3:21])[N:3]=1.[CH3:22][C:23]([OH:27])([C:25]#[CH:26])[CH3:24]. The catalyst is CN(C=O)C.CCN(CC)CC.[Cu]I. The product is [NH2:18][C:14]1[C:13]([C:9]2[N:10]([CH2:11][CH3:12])[C:6]3[CH:5]=[C:4]([CH2:19][NH:20][CH3:21])[N:3]=[C:2]([C:26]#[C:25][C:23]([CH3:24])([OH:27])[CH3:22])[C:7]=3[N:8]=2)=[N:17][O:16][N:15]=1. The yield is 0.520. (5) The reactants are Cl.[CH2:2]([C:4]1[S:24][C:7]2[N:8]=[C:9]([S:18][CH2:19][C:20]([O:22][CH3:23])=[O:21])[N:10]=[C:11]([N:12]3[CH2:17][CH2:16][NH:15][CH2:14][CH2:13]3)[C:6]=2[CH:5]=1)[CH3:3].C(N(C(C)C)CC)(C)C.[O:34]1[C:38]2[CH:39]=[CH:40][C:41](C(Cl)=O)=[CH:42][C:37]=2[CH:36]=[CH:35]1.CN([CH:49]=[O:50])C. No catalyst specified. The product is [O:34]1[C:38]2[CH:39]=[C:40]([C:49]([N:15]3[CH2:16][CH2:17][N:12]([C:11]4[C:6]5[CH:5]=[C:4]([CH2:2][CH3:3])[S:24][C:7]=5[N:8]=[C:9]([S:18][CH2:19][C:20]([O:22][CH3:23])=[O:21])[N:10]=4)[CH2:13][CH2:14]3)=[O:50])[CH:41]=[CH:42][C:37]=2[CH:36]=[CH:35]1. The yield is 0.440. (6) The reactants are [I-:1].[Na+].CS(O[CH2:8][CH2:9][CH:10]([C:17]1[CH:22]=[CH:21][CH:20]=[CH:19][CH:18]=1)[C:11]1[CH:16]=[CH:15][CH:14]=[CH:13][CH:12]=1)(=O)=O. The catalyst is CC(C)=O. The product is [C:11]1([CH:10]([C:17]2[CH:22]=[CH:21][CH:20]=[CH:19][CH:18]=2)[CH2:9][CH2:8][I:1])[CH:16]=[CH:15][CH:14]=[CH:13][CH:12]=1. The yield is 0.850.